This data is from NCI-60 drug combinations with 297,098 pairs across 59 cell lines. The task is: Regression. Given two drug SMILES strings and cell line genomic features, predict the synergy score measuring deviation from expected non-interaction effect. (1) Drug 1: CC1C(C(CC(O1)OC2CC(OC(C2O)C)OC3=CC4=CC5=C(C(=O)C(C(C5)C(C(=O)C(C(C)O)O)OC)OC6CC(C(C(O6)C)O)OC7CC(C(C(O7)C)O)OC8CC(C(C(O8)C)O)(C)O)C(=C4C(=C3C)O)O)O)O. Drug 2: CC(C)(C#N)C1=CC(=CC(=C1)CN2C=NC=N2)C(C)(C)C#N. Cell line: HS 578T. Synergy scores: CSS=15.1, Synergy_ZIP=1.35, Synergy_Bliss=-0.0620, Synergy_Loewe=-9.01, Synergy_HSA=-1.47. (2) Drug 1: CC1=C2C(C(=O)C3(C(CC4C(C3C(C(C2(C)C)(CC1OC(=O)C(C(C5=CC=CC=C5)NC(=O)C6=CC=CC=C6)O)O)OC(=O)C7=CC=CC=C7)(CO4)OC(=O)C)O)C)OC(=O)C. Drug 2: C(=O)(N)NO. Cell line: NCI/ADR-RES. Synergy scores: CSS=-0.472, Synergy_ZIP=-1.12, Synergy_Bliss=-3.20, Synergy_Loewe=-0.794, Synergy_HSA=-4.05.